Task: Predict the product of the given reaction.. Dataset: Forward reaction prediction with 1.9M reactions from USPTO patents (1976-2016) (1) Given the reactants [CH2:1]([O:8][C:9]1[C:18](=[O:19])[N:17]2[C:12]([C:13]([CH3:21])([CH3:20])[O:14][CH2:15][CH2:16]2)=[N:11][C:10]=1[C:22]([NH:24][NH2:25])=[O:23])[C:2]1[CH:7]=[CH:6][CH:5]=[CH:4][CH:3]=1.CCN(CC)CC.[F:33][C:34]1[CH:39]=[CH:38][C:37]([CH2:40][C:41](Cl)=[O:42])=[CH:36][CH:35]=1, predict the reaction product. The product is: [CH2:1]([O:8][C:9]1[C:18](=[O:19])[N:17]2[C:12]([C:13]([CH3:21])([CH3:20])[O:14][CH2:15][CH2:16]2)=[N:11][C:10]=1[C:22]([NH:24][NH:25][C:41](=[O:42])[CH2:40][C:37]1[CH:38]=[CH:39][C:34]([F:33])=[CH:35][CH:36]=1)=[O:23])[C:2]1[CH:7]=[CH:6][CH:5]=[CH:4][CH:3]=1. (2) Given the reactants [F:1][C:2]([F:12])([F:11])[C:3]1[CH:4]=[C:5]([CH:8]=[CH:9][CH:10]=1)[CH2:6][NH2:7].CC1(C)[O:19][C:18](=O)[CH:17]=[C:16]([CH3:21])[O:15]1, predict the reaction product. The product is: [O:15]=[C:16]([CH3:21])[CH2:17][C:18]([NH:7][CH2:6][C:5]1[CH:8]=[CH:9][CH:10]=[C:3]([C:2]([F:11])([F:12])[F:1])[CH:4]=1)=[O:19]. (3) Given the reactants Br[C:2]1[C:10]2[N:9]3[CH2:11][CH2:12][NH:13][C:14](=[O:15])[C:8]3=[CH:7][C:6]=2[CH:5]=[C:4]([F:16])[CH:3]=1.[CH3:17]B1OB(C)OB(C)O1, predict the reaction product. The product is: [F:16][C:4]1[CH:3]=[C:2]([CH3:17])[C:10]2[N:9]3[CH2:11][CH2:12][NH:13][C:14](=[O:15])[C:8]3=[CH:7][C:6]=2[CH:5]=1. (4) Given the reactants [OH:1][C:2]1[CH:9]=[CH:8][C:5]([CH:6]=[O:7])=[CH:4][CH:3]=1.[C:10]([O:14][C:15](O[C:15]([O:14][C:10]([CH3:13])([CH3:12])[CH3:11])=[O:16])=[O:16])([CH3:13])([CH3:12])[CH3:11].C([O-])([O-])=O.[Na+].[Na+], predict the reaction product. The product is: [C:10]([O:14][C:15]([O:1][C:2]1[CH:9]=[CH:8][C:5]([CH:6]=[O:7])=[CH:4][CH:3]=1)=[O:16])([CH3:13])([CH3:12])[CH3:11]. (5) Given the reactants [C:1]([O:5][C:6](=[O:15])[NH:7][C@H:8]1[CH2:13][CH2:12][C@H:11]([NH2:14])[CH2:10][CH2:9]1)([CH3:4])([CH3:3])[CH3:2].[O:16]=[C:17]1[CH2:22][S:21][C:20]2[CH:23]=[CH:24][C:25]([CH:27]=O)=[N:26][C:19]=2[NH:18]1, predict the reaction product. The product is: [C:1]([O:5][C:6](=[O:15])[NH:7][C@H:8]1[CH2:9][CH2:10][C@H:11]([NH:14][CH2:27][C:25]2[CH:24]=[CH:23][C:20]3[S:21][CH2:22][C:17](=[O:16])[NH:18][C:19]=3[N:26]=2)[CH2:12][CH2:13]1)([CH3:4])([CH3:2])[CH3:3]. (6) Given the reactants [Br:1][C:2]1[CH:11]=[C:10]([CH3:12])[C:9]([Cl:13])=[CH:8][C:3]=1[C:4]([O:6][CH3:7])=[O:5].C1OCCOCCOCCOCCOCC[O:16]C1.C(O)(C)(C)C.[OH2:37], predict the reaction product. The product is: [Br:1][C:2]1[C:3]([C:4]([O:6][CH3:7])=[O:5])=[CH:8][C:9]([Cl:13])=[C:10]([CH:11]=1)[C:12]([OH:16])=[O:37]. (7) Given the reactants [F:1][C:2]([F:12])([F:11])[C:3]1[CH:4]=[C:5]([CH:8]=[CH:9][CH:10]=1)[CH2:6][NH2:7].[Cl:13][C:14]1[CH:19]=[CH:18][C:17]([C:20]2[C:24]([CH2:25][CH2:26][C:27](O)=[O:28])=[CH:23][O:22][N:21]=2)=[CH:16][CH:15]=1.O.ON1C2C=CC=CC=2N=N1.Cl.C(N=C=NCCCN(C)C)C, predict the reaction product. The product is: [F:1][C:2]([F:11])([F:12])[C:3]1[CH:4]=[C:5]([CH:8]=[CH:9][CH:10]=1)[CH2:6][NH:7][C:27](=[O:28])[CH2:26][CH2:25][C:24]1[C:20]([C:17]2[CH:18]=[CH:19][C:14]([Cl:13])=[CH:15][CH:16]=2)=[N:21][O:22][CH:23]=1. (8) Given the reactants [CH2:1]([O:8][C:9]([N:11]1[CH2:21][CH2:20][C:14]2([CH:16]([C:17]([OH:19])=O)[CH2:15]2)[CH2:13][CH2:12]1)=[O:10])[C:2]1[CH:7]=[CH:6][CH:5]=[CH:4][CH:3]=1.CN(C(ON1N=NC2C=CC=NC1=2)=[N+](C)C)C.F[P-](F)(F)(F)(F)F.C(N(C(C)C)C(C)C)C.[CH3:55][N:56]1[CH2:61][CH2:60][NH:59][CH2:58][CH2:57]1, predict the reaction product. The product is: [CH2:1]([O:8][C:9]([N:11]1[CH2:12][CH2:13][C:14]2([CH:16]([C:17]([N:59]3[CH2:60][CH2:61][N:56]([CH3:55])[CH2:57][CH2:58]3)=[O:19])[CH2:15]2)[CH2:20][CH2:21]1)=[O:10])[C:2]1[CH:7]=[CH:6][CH:5]=[CH:4][CH:3]=1.